The task is: Predict the product of the given reaction.. This data is from Forward reaction prediction with 1.9M reactions from USPTO patents (1976-2016). Given the reactants [CH3:1][CH:2]([CH3:9])[CH2:3][CH2:4][NH:5][C:6]([NH2:8])=[S:7].Br[CH2:11][C:12]([C:14]1[CH:19]=[CH:18][C:17]([C:20]([F:23])([F:22])[F:21])=[CH:16][CH:15]=1)=O.C([O-])(=O)C.[Na+].O, predict the reaction product. The product is: [CH3:1][CH:2]([CH3:9])[CH2:3][CH2:4][NH:5][C:6]1[S:7][CH:11]=[C:12]([C:14]2[CH:19]=[CH:18][C:17]([C:20]([F:21])([F:22])[F:23])=[CH:16][CH:15]=2)[N:8]=1.